Dataset: Volume of distribution at steady state (VDss) regression data from Lombardo et al.. Task: Regression/Classification. Given a drug SMILES string, predict its absorption, distribution, metabolism, or excretion properties. Task type varies by dataset: regression for continuous measurements (e.g., permeability, clearance, half-life) or binary classification for categorical outcomes (e.g., BBB penetration, CYP inhibition). For this dataset (vdss_lombardo), we predict log10(VDss) (log10 of volume of distribution in L/kg). (1) The compound is COCCc1ccc(OCC(O)C[NH2+]C(C)C)cc1. The log10(VDss) is 0.490. (2) The compound is CC(CCc1ccccc1)[NH2+]CC(O)c1ccc(O)c(C(N)=O)c1. The log10(VDss) is 0.680. (3) The drug is O=C([O-])C1CC(C2CCCCC2)CN1C(=O)CP(=O)([O-])CCCCc1ccccc1. The log10(VDss) is -0.890. (4) The compound is CC(=O)N(CC(O)CN(C(C)=O)c1c(I)c(C(=O)NCC(O)CO)c(I)c(C(=O)NCC(O)CO)c1I)c1c(I)c(C(=O)NCC(O)CO)c(I)c(C(=O)NCC(O)CO)c1I. The log10(VDss) is -0.700. (5) The compound is O=C(NC1CC[NH+](CCc2c[nH]c3ccccc23)CC1)c1ccccc1. The log10(VDss) is 0.690.